This data is from Forward reaction prediction with 1.9M reactions from USPTO patents (1976-2016). The task is: Predict the product of the given reaction. (1) The product is: [C:1]([O:5][C:6]([NH:8][C:9](=[CH:24][C:23]1[CH:26]=[CH:27][CH:28]=[C:21]([OH:20])[CH:22]=1)[C:10]([O:12][CH3:13])=[O:11])=[O:7])([CH3:2])([CH3:3])[CH3:4]. Given the reactants [C:1]([O:5][C:6]([NH:8][CH:9](P(OC)(OC)=O)[C:10]([O:12][CH3:13])=[O:11])=[O:7])([CH3:4])([CH3:3])[CH3:2].[OH:20][C:21]1[CH:22]=[C:23]([CH:26]=[CH:27][CH:28]=1)[CH:24]=O.C1CCN2C(=NCCC2)CC1, predict the reaction product. (2) Given the reactants Br[C:2]1[CH:7]=[CH:6][CH:5]=[C:4]([O:8][CH3:9])[N:3]=1.[CH2:10](C([Sn])=C(CCCC)CCCC)[CH2:11]CC, predict the reaction product. The product is: [CH3:9][O:8][C:4]1[CH:5]=[CH:6][CH:7]=[C:2]([CH:10]=[CH2:11])[N:3]=1. (3) The product is: [OH:40][N:41]=[CH:27][CH2:26][C:25]([O:24][CH3:23])([CH3:30])[CH3:29]. Given the reactants CC(OI1(OC(C)=O)(OC(C)=O)OC(=O)C2C=CC=CC1=2)=O.[CH3:23][O:24][C:25]([CH3:30])([CH3:29])[CH2:26][CH2:27]O.COC(C)(C)CC=O.Cl.[OH:40][NH2:41], predict the reaction product.